From a dataset of Full USPTO retrosynthesis dataset with 1.9M reactions from patents (1976-2016). Predict the reactants needed to synthesize the given product. (1) Given the product [CH3:34][O:33][CH2:32][CH2:31][CH2:30][CH2:29][N:28]1[C:27]2[CH:35]=[CH:36][CH:37]=[CH:38][C:26]=2[N:25]=[C:24]1[C:22]([N:17]([CH2:18][CH:19]([CH3:20])[CH3:21])[C@H:15]1[CH2:16][C@@H:11]([C:9]2[NH:2][C:4](=[O:7])[O:6][N:10]=2)[CH2:12][N:13]([C:39]([O:41][C:42]([CH3:43])([CH3:45])[CH3:44])=[O:40])[CH2:14]1)=[O:23], predict the reactants needed to synthesize it. The reactants are: Cl.[NH2:2]O.[C:4](=[O:7])([O-:6])O.[Na+].[C:9]([C@@H:11]1[CH2:16][C@H:15]([N:17]([C:22]([C:24]2[N:28]([CH2:29][CH2:30][CH2:31][CH2:32][O:33][CH3:34])[C:27]3[CH:35]=[CH:36][CH:37]=[CH:38][C:26]=3[N:25]=2)=[O:23])[CH2:18][CH:19]([CH3:21])[CH3:20])[CH2:14][N:13]([C:39]([O:41][C:42]([CH3:45])([CH3:44])[CH3:43])=[O:40])[CH2:12]1)#[N:10]. (2) Given the product [O:24]=[C:19]1[C:18]2[NH:1][C:2]3[C:10](=[CH:9][C:5]([C:6]([OH:8])=[O:7])=[CH:4][CH:3]=3)[C:23]=2[CH2:22][CH2:21][CH2:20]1, predict the reactants needed to synthesize it. The reactants are: [NH2:1][C:2]1[CH:10]=[CH:9][C:5]([C:6]([OH:8])=[O:7])=[CH:4][CH:3]=1.Cl.N([O-])=O.[Na+].OC=[C:18]1[CH2:23][CH2:22][CH2:21][CH2:20][C:19]1=[O:24].C([O-])(=O)C.[Na+]. (3) Given the product [OH:17][CH2:16][C@@H:15]1[CH2:14][CH2:13][N:12]([C:21]([O:23][C:24]([CH3:27])([CH3:26])[CH3:25])=[O:22])[CH2:11][C@@H:10]1[NH:9][C@H:7]([C:1]1[CH:2]=[CH:3][CH:4]=[CH:5][CH:6]=1)[CH3:8], predict the reactants needed to synthesize it. The reactants are: [C:1]1([C@@H:7]([NH:9][C@H:10]2[C@@H:15]([C:16](OCC)=[O:17])[CH2:14][CH2:13][N:12]([C:21]([O:23][C:24]([CH3:27])([CH3:26])[CH3:25])=[O:22])[CH2:11]2)[CH3:8])[CH:6]=[CH:5][CH:4]=[CH:3][CH:2]=1.[H-].[Al+3].[Li+].[H-].[H-].[H-].N. (4) Given the product [Cl:1][C:2]1[CH:7]=[CH:6][C:5]([CH2:8][N:9]2[CH2:19][N:18]([CH3:20])[CH2:17][NH:11][C:10]2=[N:12][N+:13]([O-:15])=[O:14])=[CH:4][N:3]=1, predict the reactants needed to synthesize it. The reactants are: [Cl:1][C:2]1[CH:7]=[CH:6][C:5]([CH2:8][NH:9][C:10]([NH:12][N+:13]([O-:15])=[O:14])=[NH:11])=[CH:4][N:3]=1.Cl[CH2:17][N:18]([CH2:20]Cl)[CH3:19].C(N(CC)CC)C. (5) Given the product [CH3:1][O:2][C:3]1[CH:4]=[C:5]2[C:10](=[CH:11][C:12]=1[O:13][CH3:14])[N:9]=[CH:8][N:7]=[C:6]2[O:15][C:16]1[CH:22]=[CH:21][C:19]([NH:20][C:41](=[O:47])[O:40][CH2:38][CH2:59][CH2:58][S:57][C:51]2[CH:52]=[C:53]([CH3:56])[CH:54]=[CH:55][C:50]=2[CH3:49])=[CH:18][CH:17]=1, predict the reactants needed to synthesize it. The reactants are: [CH3:1][O:2][C:3]1[CH:4]=[C:5]2[C:10](=[CH:11][C:12]=1[O:13][CH3:14])[N:9]=[CH:8][N:7]=[C:6]2[O:15][C:16]1[CH:22]=[CH:21][C:19]([NH2:20])=[CH:18][CH:17]=1.C1(C)C=CC=CC=1.C(N(CC)CC)C.Cl[C:38](Cl)([O:40][C:41](=[O:47])OC(Cl)(Cl)Cl)Cl.[CH3:49][C:50]1[CH:55]=[CH:54][C:53]([CH3:56])=[CH:52][C:51]=1[S:57][CH:58](C)[CH2:59]O. (6) Given the product [Cl:1][C:2]1[CH:7]=[CH:6][CH:5]=[CH:4][C:3]=1[S:8]([N:11]([CH:12]([C:14]1[CH:15]=[CH:16][C:17]([OH:20])=[CH:18][CH:19]=1)[CH3:13])[C:27]1[CH:28]=[CH:29][C:30]([O:33][CH2:34][CH2:35][N:36]2[CH2:40][CH2:39][CH2:38][CH2:37]2)=[CH:31][CH:32]=1)(=[O:9])=[O:10], predict the reactants needed to synthesize it. The reactants are: [Cl:1][C:2]1[CH:7]=[CH:6][CH:5]=[CH:4][C:3]=1[S:8]([N:11]([C:27]1[CH:32]=[CH:31][C:30]([O:33][CH2:34][CH2:35][N:36]2[CH2:40][CH2:39][CH2:38][CH2:37]2)=[CH:29][CH:28]=1)[CH:12]([C:14]1[CH:19]=[CH:18][C:17]([O:20]C2CCCCO2)=[CH:16][CH:15]=1)[CH3:13])(=[O:10])=[O:9].Cl. (7) Given the product [CH3:30][C:21]1[C:22]([C:26]([F:29])([F:28])[F:27])=[CH:23][CH:24]=[CH:25][C:20]=1[C:19]([NH:18][C:13]1[CH:14]=[CH:15][C:16]([CH3:17])=[C:11]([C:9]([NH:8][C:5]2[CH:4]=[N:3][C:2]([NH:38][C:34]3[CH:33]=[N:32][CH:37]=[CH:36][CH:35]=3)=[N:7][CH:6]=2)=[O:10])[CH:12]=1)=[O:31], predict the reactants needed to synthesize it. The reactants are: Cl[C:2]1[N:7]=[CH:6][C:5]([NH:8][C:9]([C:11]2[CH:12]=[C:13]([NH:18][C:19](=[O:31])[C:20]3[CH:25]=[CH:24][CH:23]=[C:22]([C:26]([F:29])([F:28])[F:27])[C:21]=3[CH3:30])[CH:14]=[CH:15][C:16]=2[CH3:17])=[O:10])=[CH:4][N:3]=1.[N:32]1[CH:37]=[CH:36][CH:35]=[C:34]([NH2:38])[CH:33]=1.FC(F)(F)C(O)=O.NC1C=CC=CC=1.